This data is from Peptide-MHC class I binding affinity with 185,985 pairs from IEDB/IMGT. The task is: Regression. Given a peptide amino acid sequence and an MHC pseudo amino acid sequence, predict their binding affinity value. This is MHC class I binding data. (1) The peptide sequence is DGAEGINPY. The MHC is HLA-B51:01 with pseudo-sequence HLA-B51:01. The binding affinity (normalized) is 0.0847. (2) The peptide sequence is SWDNTSVDLY. The MHC is HLA-A01:01 with pseudo-sequence HLA-A01:01. The binding affinity (normalized) is 0.338. (3) The peptide sequence is RPNMSRHHF. The MHC is HLA-B54:01 with pseudo-sequence HLA-B54:01. The binding affinity (normalized) is 0. (4) The binding affinity (normalized) is 0.347. The peptide sequence is DGAEALGPF. The MHC is H-2-Kb with pseudo-sequence H-2-Kb. (5) The peptide sequence is RMRRAEPAA. The MHC is HLA-A30:02 with pseudo-sequence HLA-A30:02. The binding affinity (normalized) is 0.275. (6) The peptide sequence is FVKDWMDRI. The MHC is HLA-A02:19 with pseudo-sequence HLA-A02:19. The binding affinity (normalized) is 0.0847. (7) The MHC is Mamu-A70103 with pseudo-sequence Mamu-A70103. The binding affinity (normalized) is 0.531. The peptide sequence is YVMGIITGC. (8) The peptide sequence is HRDGFTKGAL. The MHC is Mamu-B17 with pseudo-sequence Mamu-B17. The binding affinity (normalized) is 0. (9) The peptide sequence is KEGKLQCRI. The MHC is HLA-A02:16 with pseudo-sequence HLA-A02:16. The binding affinity (normalized) is 0.0847.